Dataset: NCI-60 drug combinations with 297,098 pairs across 59 cell lines. Task: Regression. Given two drug SMILES strings and cell line genomic features, predict the synergy score measuring deviation from expected non-interaction effect. (1) Drug 1: CC12CCC3C(C1CCC2OP(=O)(O)O)CCC4=C3C=CC(=C4)OC(=O)N(CCCl)CCCl.[Na+]. Drug 2: COCCOC1=C(C=C2C(=C1)C(=NC=N2)NC3=CC=CC(=C3)C#C)OCCOC.Cl. Cell line: NCI-H322M. Synergy scores: CSS=11.6, Synergy_ZIP=0.538, Synergy_Bliss=10.8, Synergy_Loewe=-24.7, Synergy_HSA=0.00222. (2) Drug 1: C1CC(=O)NC(=O)C1N2CC3=C(C2=O)C=CC=C3N. Drug 2: COC1=CC(=CC(=C1O)OC)C2C3C(COC3=O)C(C4=CC5=C(C=C24)OCO5)OC6C(C(C7C(O6)COC(O7)C8=CC=CS8)O)O. Cell line: LOX IMVI. Synergy scores: CSS=47.6, Synergy_ZIP=6.09, Synergy_Bliss=4.80, Synergy_Loewe=-3.95, Synergy_HSA=8.15. (3) Drug 1: C1=C(C(=O)NC(=O)N1)N(CCCl)CCCl. Drug 2: C1=NC2=C(N=C(N=C2N1C3C(C(C(O3)CO)O)F)Cl)N. Cell line: LOX IMVI. Synergy scores: CSS=56.8, Synergy_ZIP=-0.570, Synergy_Bliss=-1.69, Synergy_Loewe=-2.04, Synergy_HSA=-0.791. (4) Drug 1: COCCOC1=C(C=C2C(=C1)C(=NC=N2)NC3=CC=CC(=C3)C#C)OCCOC.Cl. Drug 2: N.N.Cl[Pt+2]Cl. Cell line: 786-0. Synergy scores: CSS=60.9, Synergy_ZIP=-4.42, Synergy_Bliss=-4.44, Synergy_Loewe=-3.49, Synergy_HSA=-1.21.